From a dataset of Forward reaction prediction with 1.9M reactions from USPTO patents (1976-2016). Predict the product of the given reaction. (1) Given the reactants [C:1]([C:3]1[CH:8]=[CH:7][C:6]([C:9]2[CH:13]=[CH:12][N:11]([CH2:14][CH2:15][NH:16]C(=O)OC(C)(C)C)[N:10]=2)=[CH:5][C:4]=1[N+:24]([O-:26])=[O:25])#[N:2], predict the reaction product. The product is: [NH2:16][CH2:15][CH2:14][N:11]1[CH:12]=[CH:13][C:9]([C:6]2[CH:7]=[CH:8][C:3]([C:1]#[N:2])=[C:4]([N+:24]([O-:26])=[O:25])[CH:5]=2)=[N:10]1. (2) Given the reactants [C:1]([C:4]1[CH:26]=[CH:25][C:24]([C:27]2[CH:28]=[N:29][C:30]([C:33]([F:36])([F:35])[F:34])=[N:31][CH:32]=2)=[CH:23][C:5]=1[CH2:6]NC([C@@H]1C[C@@H](F)CN1C(OC(C)(C)C)=O)=O)(=[O:3])[NH2:2].F[C:38](F)(F)[C:39]1[CH:40]=NC(B(O)O)=N[CH:44]=1.[C:50](=O)([O-:52])[O-:51].[K+].[K+].O, predict the reaction product. The product is: [O:3]=[C:1]1[C:4]2[C:5](=[CH:23][C:24]([C:27]3[CH:28]=[N:29][C:30]([C:33]([F:34])([F:36])[F:35])=[N:31][CH:32]=3)=[CH:25][CH:26]=2)[CH2:6][N:2]1[C:50]([O:52][C:39]([CH3:40])([CH3:44])[CH3:38])=[O:51]. (3) Given the reactants Cl[C:2]1[C:3]([CH3:16])=[C:4]([N:8]2[CH:13]3[CH2:14][CH2:15][CH:9]2[CH2:10][O:11][CH2:12]3)[CH:5]=[CH:6][CH:7]=1.[C:17]([O:21][C:22]([N:24]1[CH2:28][CH:27]2[CH2:29][N:30]([CH2:32][B-](F)(F)F)[CH2:31][CH:26]2[CH2:25]1)=[O:23])([CH3:20])([CH3:19])[CH3:18].[K+].C(=O)([O-])[O-].[Cs+].[Cs+].C1(P(C2CCCCC2)C2C=CC=CC=2C2C(C(C)C)=CC(C(C)C)=CC=2C(C)C)CCCCC1, predict the reaction product. The product is: [CH3:16][C:3]1[C:4]([N:8]2[CH:13]3[CH2:14][CH2:15][CH:9]2[CH2:10][O:11][CH2:12]3)=[CH:5][CH:6]=[CH:7][C:2]=1[CH2:32][N:30]1[CH2:31][CH:26]2[CH2:25][N:24]([C:22]([O:21][C:17]([CH3:20])([CH3:19])[CH3:18])=[O:23])[CH2:28][CH:27]2[CH2:29]1. (4) Given the reactants Cl.[C:2]([CH2:4][NH:5][C:6]([C@@H:8]1[CH2:12][C@@H:11]([S:13]([C:16]2[CH:21]=[CH:20][CH:19]=[CH:18][C:17]=2[Cl:22])(=[O:15])=[O:14])[CH2:10][NH:9]1)=[O:7])#[N:3].[C:23](O)(=[O:26])[CH2:24][CH3:25], predict the reaction product. The product is: [C:2]([CH2:4][NH:5][C:6]([C@@H:8]1[CH2:12][C@@H:11]([S:13]([C:16]2[CH:21]=[CH:20][CH:19]=[CH:18][C:17]=2[Cl:22])(=[O:14])=[O:15])[CH2:10][N:9]1[C:23](=[O:26])[CH2:24][CH3:25])=[O:7])#[N:3]. (5) Given the reactants [NH:1]1[CH2:6][CH2:5][NH:4][CH2:3][CH2:2]1.Cl[CH2:8][C:9]1[CH:43]=[CH:42][C:12]([C:13]([NH:15][C:16]2[C:17]3[CH:30]=[C:29]([C:31]([NH:33][N:34]([CH3:41])[C:35]4[CH:40]=[CH:39][CH:38]=[CH:37][CH:36]=4)=[O:32])[S:28][C:18]=3[N:19](C(OC(C)(C)C)=O)[N:20]=2)=[O:14])=[CH:11][CH:10]=1.ClCC1C=CC(C(NC2C3C=C(C(NN(C4C=CC(Cl)=CC=4)C)=O)SC=3N(C(OC(C)(C)C)=O)N=2)=O)=CC=1, predict the reaction product. The product is: [CH3:41][N:34]([C:35]1[CH:40]=[CH:39][CH:38]=[CH:37][CH:36]=1)[NH:33][C:31]([C:29]1[S:28][C:18]2[NH:19][N:20]=[C:16]([NH:15][C:13](=[O:14])[C:12]3[CH:42]=[CH:43][C:9]([CH2:8][N:1]4[CH2:6][CH2:5][NH:4][CH2:3][CH2:2]4)=[CH:10][CH:11]=3)[C:17]=2[CH:30]=1)=[O:32]. (6) Given the reactants C(N(C(C)C)CC)(C)C.[Cl:10][C:11]1[CH:20]=[C:19]2[C:14]([CH:15]=[CH:16][C:17](/[CH:21]=[CH:22]/[C:23]3[CH:24]=[C:25]([C@@H:29]([OH:42])[CH2:30][CH2:31][C:32]4[CH:41]=[CH:40][CH:39]=[CH:38][C:33]=4[C:34]([O:36][CH3:37])=[O:35])[CH:26]=[CH:27][CH:28]=3)=[N:18]2)=[CH:13][CH:12]=1.[S:43](Cl)([CH3:46])(=[O:45])=[O:44], predict the reaction product. The product is: [Cl:10][C:11]1[CH:20]=[C:19]2[C:14]([CH:15]=[CH:16][C:17](/[CH:21]=[CH:22]/[C:23]3[CH:24]=[C:25]([C@@H:29]([O:42][S:43]([CH3:46])(=[O:45])=[O:44])[CH2:30][CH2:31][C:32]4[CH:41]=[CH:40][CH:39]=[CH:38][C:33]=4[C:34]([O:36][CH3:37])=[O:35])[CH:26]=[CH:27][CH:28]=3)=[N:18]2)=[CH:13][CH:12]=1.